Dataset: Forward reaction prediction with 1.9M reactions from USPTO patents (1976-2016). Task: Predict the product of the given reaction. Given the reactants [F:1][C:2]1[CH:7]=[CH:6][CH:5]=[C:4]([CH2:8][S:9][C:10]2[CH:15]=[CH:14][C:13]([N+:16]([O-])=O)=[CH:12][CH:11]=2)[CH:3]=1.C(=O)([O-])[O-].[Na+].[Na+], predict the reaction product. The product is: [F:1][C:2]1[CH:3]=[C:4]([CH:5]=[CH:6][CH:7]=1)[CH2:8][S:9][C:10]1[CH:15]=[CH:14][C:13]([NH2:16])=[CH:12][CH:11]=1.